This data is from Reaction yield outcomes from USPTO patents with 853,638 reactions. The task is: Predict the reaction yield, written as a fraction of the theoretical maximum amount of product (1.0 means a 100% yield; for example, 0.34 means a 34% yield). (1) The reactants are [C:1]1([CH3:9])[CH:6]=[CH:5][C:4]([CH:7]=O)=[CH:3][CH:2]=1.[CH3:10][CH:11]([CH3:15])[C:12](=[O:14])[CH3:13].[OH-].[Ba+2].[OH-]. The catalyst is C(O)C. The product is [CH3:10][CH:11]([CH3:15])[C:12](=[O:14])/[CH:13]=[CH:7]/[C:4]1[CH:5]=[CH:6][C:1]([CH3:9])=[CH:2][CH:3]=1. The yield is 0.900. (2) The reactants are [Br:1][C:2]1[N:7]=[C:6]([C:8](O)=O)[CH:5]=[CH:4][CH:3]=1.[C:11]1([NH2:18])[C:12]([NH2:17])=[CH:13][CH:14]=[CH:15][CH:16]=1. No catalyst specified. The product is [Br:1][C:2]1[N:7]=[C:6]([C:8]2[NH:18][C:11]3[CH:16]=[CH:15][CH:14]=[CH:13][C:12]=3[N:17]=2)[CH:5]=[CH:4][CH:3]=1. The yield is 0.650.